This data is from Reaction yield outcomes from USPTO patents with 853,638 reactions. The task is: Predict the reaction yield, written as a fraction of the theoretical maximum amount of product (1.0 means a 100% yield; for example, 0.34 means a 34% yield). (1) The reactants are [O:1]=[C:2]1[C:10]2([C:22]3[C:13](=[CH:14][C:15]4[O:20][CH2:19][CH2:18][O:17][C:16]=4[CH:21]=3)[O:12][CH2:11]2)[C:9]2[C:4](=[CH:5][CH:6]=[CH:7][CH:8]=2)[N:3]1[CH2:23][C:24]([NH:26][NH2:27])=[O:25].[F:28][C:29]([F:40])([F:39])[C:30](O[C:30](=O)[C:29]([F:40])([F:39])[F:28])=O.Cl. The product is [F:28][C:29]([F:40])([F:39])[C:30]1[O:25][C:24]([CH2:23][N:3]2[C:4]3[C:9](=[CH:8][CH:7]=[CH:6][CH:5]=3)[C:10]3([C:22]4[C:13](=[CH:14][C:15]5[O:20][CH2:19][CH2:18][O:17][C:16]=5[CH:21]=4)[O:12][CH2:11]3)[C:2]2=[O:1])=[N:26][N:27]=1. The catalyst is N1C=CC=CC=1. The yield is 0.180. (2) The reactants are [CH:1]1([CH2:6][CH:7]([C:18]2[NH:22][C:21]([C:23]([NH2:25])=O)=[C:20]([CH3:26])[CH:19]=2)[C:8]2[CH:13]=[CH:12][C:11]([S:14]([CH3:17])(=[O:16])=[O:15])=[CH:10][CH:9]=2)[CH2:5][CH2:4][CH2:3][CH2:2]1.COC1C=CC(P2(SP(C3C=CC(OC)=CC=3)(=S)S2)=[S:36])=CC=1. The yield is 0.860. The catalyst is O1CCCC1. The product is [CH:1]1([CH2:6][CH:7]([C:18]2[NH:22][C:21]([C:23](=[S:36])[NH2:25])=[C:20]([CH3:26])[CH:19]=2)[C:8]2[CH:13]=[CH:12][C:11]([S:14]([CH3:17])(=[O:16])=[O:15])=[CH:10][CH:9]=2)[CH2:5][CH2:4][CH2:3][CH2:2]1. (3) The reactants are N[C@H](C(O)=O)CS.C1(=O)NC(=O)C=C1.[OH:15][C:16]([CH2:18][CH2:19][CH2:20][CH2:21][C@H:22]1[C@@H:30]2[C@@H:25]([NH:26][C:27]([NH:29]2)=[O:28])[CH2:24][S:23]1)=[O:17]. No catalyst specified. The product is [OH:17][C:16]([CH2:18][CH2:19][CH2:20][CH2:21][C@H:22]1[C@@H:30]2[C@@H:25]([NH:26][C:27]([NH:29]2)=[O:28])[CH2:24][S:23]1)=[O:15]. The yield is 1.00. (4) The reactants are [CH3:1][O:2][C:3]1[CH:8]=[CH:7][C:6]([N:9]2[CH2:14][CH2:13][CH:12]([N:15]3[CH2:19][CH2:18][C@@H:17]([NH2:20])[CH2:16]3)[CH2:11][CH2:10]2)=[CH:5][CH:4]=1.[C:21]([O:25][C:26]([NH:28][CH2:29][C:30](O)=[O:31])=[O:27])([CH3:24])([CH3:23])[CH3:22].C(Cl)CCl.O. The catalyst is N1C=CC=CC=1.C(Cl)Cl. The product is [C:21]([O:25][C:26](=[O:27])[NH:28][CH2:29][C:30]([NH:20][C@@H:17]1[CH2:18][CH2:19][N:15]([CH:12]2[CH2:13][CH2:14][N:9]([C:6]3[CH:7]=[CH:8][C:3]([O:2][CH3:1])=[CH:4][CH:5]=3)[CH2:10][CH2:11]2)[CH2:16]1)=[O:31])([CH3:24])([CH3:22])[CH3:23]. The yield is 0.620. (5) The yield is 0.160. The catalyst is C(O)C. The reactants are [C:1]([CH2:3][C:4]1[C:12]2[C:7](=[CH:8][CH:9]=[CH:10][CH:11]=2)[NH:6][CH:5]=1)#[N:2].[O-]CC.[Na+].[Br:17][C:18]1[CH:19]=[N:20][CH:21]=[C:22]([CH:24]=O)[CH:23]=1. The product is [Br:17][C:18]1[CH:23]=[C:22](/[CH:24]=[C:3](/[C:4]2[C:12]3[C:7](=[CH:8][CH:9]=[CH:10][CH:11]=3)[NH:6][CH:5]=2)\[C:1]#[N:2])[CH:21]=[N:20][CH:19]=1. (6) The reactants are C(O)C.[C:4]([C:7]1[CH:8]=[CH:9][C:10]([O:30]CC2C=CC=CC=2)=[C:11]([CH:29]=1)[C:12]([NH:14][C:15]1[CH:20]=[C:19]([C:21]([F:24])([F:23])[F:22])[CH:18]=[C:17]([C:25]([F:28])([F:27])[F:26])[CH:16]=1)=[O:13])(=[O:6])[CH3:5]. The catalyst is [Pd].O1CCCC1. The product is [C:4]([C:7]1[CH:8]=[CH:9][C:10]([OH:30])=[C:11]([CH:29]=1)[C:12]([NH:14][C:15]1[CH:16]=[C:17]([C:25]([F:26])([F:27])[F:28])[CH:18]=[C:19]([C:21]([F:22])([F:23])[F:24])[CH:20]=1)=[O:13])(=[O:6])[CH3:5]. The yield is 0.470. (7) The reactants are [F:1][C:2]1[CH:3]=[C:4]2[N:11]([S:12]([C:15]3[CH:21]=[CH:20][C:18]([CH3:19])=[CH:17][CH:16]=3)(=[O:14])=[O:13])[CH:10]=[CH:9][C:5]2=[N+:6]([O-])[CH:7]=1.[CH3:22][N:23](C)C(Cl)=O.C[Si](C#N)(C)C. The catalyst is ClCCCl. The product is [F:1][C:2]1[CH:3]=[C:4]2[N:11]([S:12]([C:15]3[CH:21]=[CH:20][C:18]([CH3:19])=[CH:17][CH:16]=3)(=[O:14])=[O:13])[CH:10]=[CH:9][C:5]2=[N:6][C:7]=1[C:22]#[N:23]. The yield is 0.445.